Dataset: Catalyst prediction with 721,799 reactions and 888 catalyst types from USPTO. Task: Predict which catalyst facilitates the given reaction. Reactant: [CH3:1][O:2][C:3](=[O:14])[C:4]1[CH:9]=[CH:8][C:7]([OH:10])=[C:6]([N+:11]([O-])=O)[CH:5]=1. Product: [CH3:1][O:2][C:3](=[O:14])[C:4]1[CH:9]=[CH:8][C:7]([OH:10])=[C:6]([NH2:11])[CH:5]=1. The catalyst class is: 29.